This data is from NCI-60 drug combinations with 297,098 pairs across 59 cell lines. The task is: Regression. Given two drug SMILES strings and cell line genomic features, predict the synergy score measuring deviation from expected non-interaction effect. (1) Drug 1: CC1=CC=C(C=C1)C2=CC(=NN2C3=CC=C(C=C3)S(=O)(=O)N)C(F)(F)F. Drug 2: CN1C(=O)N2C=NC(=C2N=N1)C(=O)N. Cell line: SK-MEL-28. Synergy scores: CSS=-0.668, Synergy_ZIP=3.89, Synergy_Bliss=6.81, Synergy_Loewe=0.200, Synergy_HSA=-0.529. (2) Drug 1: C1CCN(CC1)CCOC2=CC=C(C=C2)C(=O)C3=C(SC4=C3C=CC(=C4)O)C5=CC=C(C=C5)O. Drug 2: CC12CCC(CC1=CCC3C2CCC4(C3CC=C4C5=CN=CC=C5)C)O. Cell line: NCI/ADR-RES. Synergy scores: CSS=2.52, Synergy_ZIP=2.92, Synergy_Bliss=-1.73, Synergy_Loewe=-4.01, Synergy_HSA=-2.94. (3) Drug 1: C1CN1C2=NC(=NC(=N2)N3CC3)N4CC4. Drug 2: CC1CCCC2(C(O2)CC(NC(=O)CC(C(C(=O)C(C1O)C)(C)C)O)C(=CC3=CSC(=N3)C)C)C. Cell line: SNB-75. Synergy scores: CSS=34.6, Synergy_ZIP=-4.23, Synergy_Bliss=-3.13, Synergy_Loewe=-9.38, Synergy_HSA=0.967. (4) Drug 1: CC1C(C(CC(O1)OC2CC(CC3=C2C(=C4C(=C3O)C(=O)C5=C(C4=O)C(=CC=C5)OC)O)(C(=O)C)O)N)O.Cl. Synergy scores: CSS=-0.660, Synergy_ZIP=1.06, Synergy_Bliss=2.52, Synergy_Loewe=0.228, Synergy_HSA=0.425. Drug 2: CC1=C(C=C(C=C1)C(=O)NC2=CC(=CC(=C2)C(F)(F)F)N3C=C(N=C3)C)NC4=NC=CC(=N4)C5=CN=CC=C5. Cell line: NCI/ADR-RES. (5) Drug 1: CC1=C2C(C(=O)C3(C(CC4C(C3C(C(C2(C)C)(CC1OC(=O)C(C(C5=CC=CC=C5)NC(=O)OC(C)(C)C)O)O)OC(=O)C6=CC=CC=C6)(CO4)OC(=O)C)O)C)O. Drug 2: C1=CN(C=N1)CC(O)(P(=O)(O)O)P(=O)(O)O. Cell line: NCI/ADR-RES. Synergy scores: CSS=6.17, Synergy_ZIP=-0.263, Synergy_Bliss=4.97, Synergy_Loewe=3.70, Synergy_HSA=3.15. (6) Drug 1: CN1C(=O)N2C=NC(=C2N=N1)C(=O)N. Drug 2: CC12CCC3C(C1CCC2O)C(CC4=C3C=CC(=C4)O)CCCCCCCCCS(=O)CCCC(C(F)(F)F)(F)F. Cell line: HCT116. Synergy scores: CSS=8.49, Synergy_ZIP=-4.51, Synergy_Bliss=-3.09, Synergy_Loewe=-1.09, Synergy_HSA=-0.319.